The task is: Predict the reaction yield, written as a fraction of the theoretical maximum amount of product (1.0 means a 100% yield; for example, 0.34 means a 34% yield).. This data is from Reaction yield outcomes from USPTO patents with 853,638 reactions. (1) The reactants are [C:1](=[O:26])([O:7][C:8]1[N:12]([C:13]2[CH:18]=[CH:17][CH:16]=[CH:15][N:14]=2)[N:11]=[C:10]([C:19]2[CH:24]=[CH:23][CH:22]=[C:21](I)[CH:20]=2)[CH:9]=1)[O:2][C:3]([CH3:6])([CH3:5])[CH3:4].C(=O)(OC(C)(C)C)OC1N(C2C=CC=CN=2)N=C([C:40]2[CH:45]=[CH:44][C:43](Br)=[CH:42][CH:41]=2)C=1. No catalyst specified. The product is [C:1](=[O:26])([O:2][C:3]([CH3:6])([CH3:5])[CH3:4])[O:7][C:8]1[N:12]([C:13]2[CH:18]=[CH:17][CH:16]=[CH:15][N:14]=2)[N:11]=[C:10]([C:19]2[CH:20]=[C:21]([C:40]3[CH:45]=[CH:44][CH:43]=[CH:42][CH:41]=3)[CH:22]=[CH:23][CH:24]=2)[CH:9]=1. The yield is 0.890. (2) The reactants are C(O)(C(F)(F)F)=O.[F:8][C:9]1[CH:10]=[C:11]([NH:20][C:21]([C@H:23]2[C:32]3[C:27](=[CH:28][C:29]([O:33][CH3:34])=[CH:30][CH:31]=3)[CH2:26][CH2:25][N:24]2[C:35]([C@H:37]2[CH2:40][C@H:39]([CH2:41][C:42]([O:44]C(C)(C)C)=[O:43])[CH2:38]2)=[O:36])=[O:22])[CH:12]=[C:13]([F:19])[C:14]=1[Si:15]([CH3:18])([CH3:17])[CH3:16].C(=O)([O-])O.[Na+]. No catalyst specified. The product is [F:8][C:9]1[CH:10]=[C:11]([NH:20][C:21]([C@H:23]2[C:32]3[C:27](=[CH:28][C:29]([O:33][CH3:34])=[CH:30][CH:31]=3)[CH2:26][CH2:25][N:24]2[C:35]([C@H:37]2[CH2:40][C@H:39]([CH2:41][C:42]([OH:44])=[O:43])[CH2:38]2)=[O:36])=[O:22])[CH:12]=[C:13]([F:19])[C:14]=1[Si:15]([CH3:17])([CH3:18])[CH3:16]. The yield is 0.717. (3) The reactants are [F:1][C:2]1[CH:7]=[CH:6][CH:5]=[CH:4][C:3]=1[C:8]1[C:17]2[C:12](=[CH:13][CH:14]=[CH:15][CH:16]=2)[CH:11]=[C:10](C(O)=O)[N:9]=1.CNC(C)C.C(N=C=NCCCN(C)C)C.[OH:37]C1C2N=NNC=2C=CC=1.[CH:47]([N:50]([CH2:54]C)[CH:51](C)C)([CH3:49])[CH3:48]. The catalyst is CC(N(C)C)=O. The product is [F:1][C:2]1[CH:7]=[CH:6][CH:5]=[CH:4][C:3]=1[C:8]1([C:54]([N:50]([CH3:51])[CH:47]([CH3:49])[CH3:48])=[O:37])[C:17]2[C:12](=[CH:13][CH:14]=[CH:15][CH:16]=2)[CH:11]=[CH:10][NH:9]1. The yield is 0.480. (4) The reactants are [O:1]1[C:5]2=[CH:6][N:7]=[C:8]([CH2:10][OH:11])[CH:9]=[C:4]2[CH:3]=[CH:2]1.[C:12](OC(=O)C)(=[O:14])[CH3:13]. The catalyst is N1C=CC=CC=1. The product is [C:12]([O:11][CH2:10][C:8]1[CH:9]=[C:4]2[CH:3]=[CH:2][O:1][C:5]2=[CH:6][N:7]=1)(=[O:14])[CH3:13]. The yield is 0.940. (5) The reactants are [CH2:1]([O:3]C1C=CC2C(=CC=CC=2)N1C(OCC)=O)[CH3:2].C(O)(=O)C.[NH:23]([C:25]([C:27]1[C:28]([N:36]2[CH2:41][CH2:40][N:39]([C:42]([O:44][C:45]([CH3:48])([CH3:47])[CH3:46])=[O:43])[CH2:38][CH2:37]2)=[C:29]2[CH:35]=[CH:34][NH:33][C:30]2=[N:31][CH:32]=1)=[O:26])[NH2:24]. The catalyst is C1COCC1.C(#N)C. The product is [C:1]([NH:24][NH:23][C:25]([C:27]1[C:28]([N:36]2[CH2:41][CH2:40][N:39]([C:42]([O:44][C:45]([CH3:48])([CH3:47])[CH3:46])=[O:43])[CH2:38][CH2:37]2)=[C:29]2[CH:35]=[CH:34][NH:33][C:30]2=[N:31][CH:32]=1)=[O:26])(=[O:3])[CH3:2]. The yield is 0.719. (6) The reactants are Cl[CH2:2][CH2:3][NH:4][C:5]([C:7]1[NH:8][C:9]([C:12]2[CH:17]=[C:16]([O:18][C:19]3[CH:24]=[CH:23][C:22]([S:25]([CH3:28])(=[O:27])=[O:26])=[CH:21][CH:20]=3)[CH:15]=[C:14]([O:29][C@@H:30]([CH3:34])[CH2:31][O:32][CH3:33])[CH:13]=2)=[CH:10][CH:11]=1)=[O:6].[H-].[Na+].O. The catalyst is O1CCCC1. The product is [CH3:33][O:32][CH2:31][C@H:30]([CH3:34])[O:29][C:14]1[CH:13]=[C:12]([C:9]2[NH:8][C:7]([C:5]3[O:6][CH2:2][CH2:3][N:4]=3)=[CH:11][CH:10]=2)[CH:17]=[C:16]([O:18][C:19]2[CH:24]=[CH:23][C:22]([S:25]([CH3:28])(=[O:27])=[O:26])=[CH:21][CH:20]=2)[CH:15]=1. The yield is 0.720.